Task: Predict the product of the given reaction.. Dataset: Forward reaction prediction with 1.9M reactions from USPTO patents (1976-2016) (1) Given the reactants Br[C:2]1[CH:7]=[CH:6][C:5]([N+:8]([O-:10])=[O:9])=[CH:4][C:3]=1[CH3:11].CCN(C(C)C)C(C)C.[C:21]([O:25][CH3:26])(=[O:24])[CH:22]=[CH2:23].C1(C)C=CC=CC=1P(C1C=CC=CC=1C)C1C=CC=CC=1C, predict the reaction product. The product is: [CH3:26][O:25][C:21](=[O:24])[CH:22]=[CH:23][C:2]1[CH:7]=[CH:6][C:5]([N+:8]([O-:10])=[O:9])=[CH:4][C:3]=1[CH3:11]. (2) Given the reactants [CH:1]1([N:4]2[C:13]3[C:8](=[CH:9][C:10]([F:17])=[C:11](F)[C:12]=3[O:14][CH3:15])[C:7](=[O:18])[C:6]([C:19]([OH:21])=[O:20])=[CH:5]2)[CH2:3][CH2:2]1.C([NH:29][CH2:30][CH2:31][NH2:32])(OC(C)(C)C)=O.FC(F)(F)C(O)=O, predict the reaction product. The product is: [NH2:29][CH2:30][CH2:31][NH:32][C:11]1[C:12]([O:14][CH3:15])=[C:13]2[C:8]([C:7](=[O:18])[C:6]([C:19]([OH:21])=[O:20])=[CH:5][N:4]2[CH:1]2[CH2:3][CH2:2]2)=[CH:9][C:10]=1[F:17].